Dataset: Peptide-MHC class I binding affinity with 185,985 pairs from IEDB/IMGT. Task: Regression. Given a peptide amino acid sequence and an MHC pseudo amino acid sequence, predict their binding affinity value. This is MHC class I binding data. (1) The peptide sequence is IFRRDQIWF. The MHC is HLA-B57:01 with pseudo-sequence HLA-B57:01. The binding affinity (normalized) is 0.0847. (2) The peptide sequence is SYKSSKRDKF. The MHC is HLA-A30:02 with pseudo-sequence HLA-A30:02. The binding affinity (normalized) is 0.586.